From a dataset of Catalyst prediction with 721,799 reactions and 888 catalyst types from USPTO. Predict which catalyst facilitates the given reaction. (1) Reactant: C(#N)C.C(Cl)(=O)C(Cl)=O.[F:10][C:11]1[C:19]([O:20][CH3:21])=[CH:18][CH:17]=[C:16]([F:22])[C:12]=1[C:13]([NH2:15])=O.C(N(CC)CC)C. Product: [F:10][C:11]1[C:19]([O:20][CH3:21])=[CH:18][CH:17]=[C:16]([F:22])[C:12]=1[C:13]#[N:15]. The catalyst class is: 3. (2) Reactant: [N:1]1[CH:6]=[CH:5][C:4]([C:7]2[CH:12]=[CH:11][C:10]([CH2:13][C:14]([O:16]CC)=[O:15])=[CH:9][CH:8]=2)=[CH:3][N:2]=1.[OH-].[Na+].O.Cl. Product: [N:1]1[CH:6]=[CH:5][C:4]([C:7]2[CH:8]=[CH:9][C:10]([CH2:13][C:14]([OH:16])=[O:15])=[CH:11][CH:12]=2)=[CH:3][N:2]=1. The catalyst class is: 12.